From a dataset of Reaction yield outcomes from USPTO patents with 853,638 reactions. Predict the reaction yield, written as a fraction of the theoretical maximum amount of product (1.0 means a 100% yield; for example, 0.34 means a 34% yield). (1) The reactants are [P:1]([O:13][CH2:14][CH:15]1[CH2:20][CH2:19][N:18]([CH2:21][CH2:22][CH2:23][O:24][C:25]2[CH:34]=[C:33]3[C:28]([C:29]([NH:35][C:36]4[S:37][C:38]([CH2:41][C:42]([NH:44][C:45]5[CH:50]=[CH:49][CH:48]=[C:47]([F:51])[CH:46]=5)=[O:43])=[CH:39][N:40]=4)=[N:30][CH:31]=[N:32]3)=[CH:27][C:26]=2[O:52][CH3:53])[CH2:17][CH2:16]1)([O:8]C(C)(C)C)([O:3]C(C)(C)C)=[O:2].Cl.C1(N)C(F)=C(F)C(F)=C(N)C=1F.Cl.Cl. The catalyst is O1CCOCC1. The product is [P:1]([OH:8])([OH:3])([O:13][CH2:14][CH:15]1[CH2:20][CH2:19][N:18]([CH2:21][CH2:22][CH2:23][O:24][C:25]2[CH:34]=[C:33]3[C:28]([C:29]([NH:35][C:36]4[S:37][C:38]([CH2:41][C:42]([NH:44][C:45]5[CH:50]=[CH:49][CH:48]=[C:47]([F:51])[CH:46]=5)=[O:43])=[CH:39][N:40]=4)=[N:30][CH:31]=[N:32]3)=[CH:27][C:26]=2[O:52][CH3:53])[CH2:17][CH2:16]1)=[O:2]. The yield is 0.980. (2) The reactants are B1(C)OC(C2C=CC=CC=2)(C2C=CC=CC=2)[C@@H]2N1CCC2.[CH2:22]([C:24]([C:33]1[CH:46]=[CH:45][C:36]([O:37][CH2:38][C:39](=[O:44])[C:40]([CH3:43])([CH3:42])[CH3:41])=[C:35]([CH3:47])[CH:34]=1)([C:27]1[S:28][CH:29]=[C:30]([CH3:32])[CH:31]=1)[CH2:25][CH3:26])[CH3:23].CO.Cl. The catalyst is C1COCC1. The product is [CH2:22]([C:24]([C:33]1[CH:46]=[CH:45][C:36]([O:37][CH2:38][CH:39]([OH:44])[C:40]([CH3:41])([CH3:43])[CH3:42])=[C:35]([CH3:47])[CH:34]=1)([C:27]1[S:28][CH:29]=[C:30]([CH3:32])[CH:31]=1)[CH2:25][CH3:26])[CH3:23]. The yield is 0.820.